From a dataset of Peptide-MHC class I binding affinity with 185,985 pairs from IEDB/IMGT. Regression. Given a peptide amino acid sequence and an MHC pseudo amino acid sequence, predict their binding affinity value. This is MHC class I binding data. (1) The peptide sequence is KQLEGLTYI. The MHC is H-2-Kb with pseudo-sequence H-2-Kb. The binding affinity (normalized) is 0. (2) The peptide sequence is CYQCPFQPL. The MHC is H-2-Kd with pseudo-sequence H-2-Kd. The binding affinity (normalized) is 0.468. (3) The peptide sequence is FPYSTFPII. The MHC is Mamu-A2601 with pseudo-sequence Mamu-A2601. The binding affinity (normalized) is 0. (4) The peptide sequence is EDFEIFYNL. The MHC is HLA-B51:01 with pseudo-sequence HLA-B51:01. The binding affinity (normalized) is 0.0847. (5) The peptide sequence is LSSTRVPNY. The MHC is HLA-A30:02 with pseudo-sequence HLA-A30:02. The binding affinity (normalized) is 0.513. (6) The peptide sequence is REQASYLYV. The MHC is HLA-A02:01 with pseudo-sequence HLA-A02:01. The binding affinity (normalized) is 0.0847. (7) The peptide sequence is QQSHYADQL. The MHC is H-2-Kb with pseudo-sequence H-2-Kb. The binding affinity (normalized) is 0.357. (8) The peptide sequence is YRKPSGGVF. The MHC is HLA-A24:03 with pseudo-sequence HLA-A24:03. The binding affinity (normalized) is 0.217. (9) The MHC is H-2-Db with pseudo-sequence H-2-Db. The peptide sequence is TLLRYYNQ. The binding affinity (normalized) is 0. (10) The peptide sequence is IMMNERDVSV. The MHC is HLA-A02:03 with pseudo-sequence HLA-A02:03. The binding affinity (normalized) is 0.882.